From a dataset of Forward reaction prediction with 1.9M reactions from USPTO patents (1976-2016). Predict the product of the given reaction. (1) Given the reactants [CH:1]([C:3]1[CH:8]=[CH:7][C:6](B(O)O)=[CH:5][CH:4]=1)=[O:2].Br[C:13]1[CH:18]=[CH:17][CH:16]=[CH:15][N:14]=1.C(O)C.C([O-])([O-])=O.[Na+].[Na+], predict the reaction product. The product is: [N:14]1[CH:15]=[CH:16][CH:17]=[CH:18][C:13]=1[C:6]1[CH:7]=[CH:8][C:3]([CH:1]=[O:2])=[CH:4][CH:5]=1. (2) Given the reactants [CH3:1][C:2]([Mg]Br)=[CH:3][CH3:4].[CH2:7]([O:11][CH:12]([O:22][CH2:23][CH2:24][CH2:25][CH3:26])[C:13]1[C:18]([N+:19]([O-])=O)=[CH:17][CH:16]=[CH:15][N:14]=1)[CH2:8][CH2:9][CH3:10].[Cl-].[NH4+], predict the reaction product. The product is: [CH2:7]([O:11][CH:12]([O:22][CH2:23][CH2:24][CH2:25][CH3:26])[C:13]1[N:14]=[CH:15][CH:16]=[C:17]2[C:3]([CH3:4])=[C:2]([CH3:1])[NH:19][C:18]=12)[CH2:8][CH2:9][CH3:10]. (3) Given the reactants BrCCCCCCCCCCC(O)=O.[N-]=[N+]=[N-].[Na+].[N:19]([CH2:22][CH2:23][CH2:24][CH2:25][CH2:26][CH2:27][CH2:28][CH2:29][CH2:30][CH2:31][C:32]([OH:34])=O)=[N+:20]=[N-:21].C(Cl)(=O)C([Cl:38])=O, predict the reaction product. The product is: [N:19]([CH2:22][CH2:23][CH2:24][CH2:25][CH2:26][CH2:27][CH2:28][CH2:29][CH2:30][CH2:31][C:32]([Cl:38])=[O:34])=[N+:20]=[N-:21]. (4) Given the reactants [N:1]([CH2:4][C:5]1[CH:10]=[CH:9][C:8]([O:11][CH3:12])=[CH:7][CH:6]=1)=[N+:2]=[N-:3].[C:13]([OH:21])(=[O:20])[CH2:14][CH2:15][CH2:16][CH2:17][C:18]#[CH:19].O.O=C1O[C@H]([C@H](CO)O)C([O-])=C1O.[Na+].[Cl-].[Na+], predict the reaction product. The product is: [CH3:12][O:11][C:8]1[CH:9]=[CH:10][C:5]([CH2:4][N:1]2[CH:19]=[C:18]([CH2:17][CH2:16][CH2:15][CH2:14][C:13]([OH:21])=[O:20])[N:3]=[N:2]2)=[CH:6][CH:7]=1. (5) Given the reactants [Cl:1][C:2]1[CH:3]=[C:4]([CH:26]=[CH:27][CH:28]=1)[CH2:5][N:6]1[C:15]2[C:10](=[CH:11][CH:12]=[CH:13][CH:14]=2)[C:9](=[O:16])[C:8]([C:17]([C:19]2[CH:20]=[N:21][C:22](Cl)=[CH:23][CH:24]=2)=[O:18])=[CH:7]1.[CH3:29][O-:30].[Na+], predict the reaction product. The product is: [Cl:1][C:2]1[CH:3]=[C:4]([CH:26]=[CH:27][CH:28]=1)[CH2:5][N:6]1[C:15]2[C:10](=[CH:11][CH:12]=[CH:13][CH:14]=2)[C:9](=[O:16])[C:8]([C:17]([C:19]2[CH:20]=[N:21][C:22]([O:30][CH3:29])=[CH:23][CH:24]=2)=[O:18])=[CH:7]1. (6) Given the reactants [I:1][C:2]1[CH:3]=[C:4]([N+:32]([O-])=O)[C:5]([NH:8][CH:9]([C:12]2[CH:17]=[CH:16][C:15]([O:18][CH2:19][C:20]3[CH:21]=[N:22][C:23]([C:26]([F:29])([F:28])[F:27])=[CH:24][CH:25]=3)=[C:14]([O:30][CH3:31])[CH:13]=2)[CH2:10][CH3:11])=[N:6][CH:7]=1, predict the reaction product. The product is: [I:1][C:2]1[CH:3]=[C:4]([NH2:32])[C:5]([NH:8][CH:9]([C:12]2[CH:17]=[CH:16][C:15]([O:18][CH2:19][C:20]3[CH:21]=[N:22][C:23]([C:26]([F:27])([F:29])[F:28])=[CH:24][CH:25]=3)=[C:14]([O:30][CH3:31])[CH:13]=2)[CH2:10][CH3:11])=[N:6][CH:7]=1.